The task is: Predict which catalyst facilitates the given reaction.. This data is from Catalyst prediction with 721,799 reactions and 888 catalyst types from USPTO. (1) Reactant: [CH2:1]([O:8][CH2:9][CH:10]1[CH2:15][CH2:14][CH:13]([CH:16]=[O:17])[CH2:12][CH2:11]1)[C:2]1[CH:7]=[CH:6][CH:5]=[CH:4][CH:3]=1.[O-:18]Cl.[Na+].[CH3:21][OH:22]. Product: [CH3:1][O:8][C:9]([CH:10]1[CH2:15][CH2:14][CH:13]([CH2:16][OH:17])[CH2:12][CH2:11]1)=[O:18].[CH3:21][O:22][C:16]([CH:13]1[CH2:12][CH2:11][CH:10]([CH2:9][O:8][CH2:1][C:2]2[CH:3]=[CH:4][CH:5]=[CH:6][CH:7]=2)[CH2:15][CH2:14]1)=[O:17]. The catalyst class is: 15. (2) Reactant: [Br:1][C:2]1[CH:3]=[CH:4][C:5]2[N:6]([C:8](Cl)=[N:9][N:10]=2)[CH:7]=1.[CH2:12]([NH2:19])[C:13]1[CH:18]=[CH:17][CH:16]=[CH:15][CH:14]=1. Product: [CH2:12]([NH:19][C:8]1[N:6]2[CH:7]=[C:2]([Br:1])[CH:3]=[CH:4][C:5]2=[N:10][N:9]=1)[C:13]1[CH:18]=[CH:17][CH:16]=[CH:15][CH:14]=1. The catalyst class is: 6. (3) Reactant: [F:1][C:2]1[CH:37]=[CH:36][C:5]([CH2:6][NH:7][C:8]([C:10]2[N:11]=[C:12]3[C:18]4([NH:21]C(=O)OCC5C=CC=CC=5)[CH2:19][CH2:20][CH:15]([CH2:16][CH2:17]4)[CH2:14][N:13]3[C:32](=[O:35])[C:33]=2[OH:34])=[O:9])=[CH:4][CH:3]=1.[H][H]. Product: [NH2:21][C:18]12[CH2:17][CH2:16][CH:15]([CH2:20][CH2:19]1)[CH2:14][N:13]1[C:32](=[O:35])[C:33]([OH:34])=[C:10]([C:8]([NH:7][CH2:6][C:5]3[CH:4]=[CH:3][C:2]([F:1])=[CH:37][CH:36]=3)=[O:9])[N:11]=[C:12]21. The catalyst class is: 19. (4) Product: [Cl:1][C:2]1[CH:10]=[C:9]([CH:11]=[O:12])[C:8]2[C:4](=[CH:5][N:6]([CH2:28][O:29][CH2:30][CH2:31][Si:32]([CH3:35])([CH3:34])[CH3:33])[N:7]=2)[CH:3]=1. Reactant: [Cl:1][C:2]1[CH:3]=[C:4]2[C:8](=[C:9]([CH:11]=[O:12])[CH:10]=1)[NH:7][N:6]=[CH:5]2.CN(C1CCCCC1)C1CCCCC1.Cl[CH2:28][O:29][CH2:30][CH2:31][Si:32]([CH3:35])([CH3:34])[CH3:33]. The catalyst class is: 7. (5) Reactant: [Br:1][C:2]1[CH:3]=[C:4]2[C:9](=[CH:10][CH:11]=1)[O:8][C:7]([CH2:13][CH2:14][O:15][Si](C(C)(C)C)(C)C)([CH3:12])[CH2:6][C:5]2=[O:23].CC1C=CC(S(OI(O)C2C=CC=CC=2)(=O)=O)=CC=1. Product: [Br:1][C:2]1[CH:11]=[CH:10][C:9]2[O:8][C:7]3([CH3:12])[CH2:13][CH2:14][O:15][CH:6]3[C:5](=[O:23])[C:4]=2[CH:3]=1. The catalyst class is: 10. (6) Reactant: Br[CH2:2][CH2:3][CH2:4][O:5][C:6]1[CH:11]=[CH:10][C:9]([C:12]2[C:13]3[CH:20]=[CH:19][CH:18]=[CH:17][C:14]=3[S:15][CH:16]=2)=[CH:8][CH:7]=1.[CH2:21]([NH2:28])[C:22]1[CH:27]=[CH:26][CH:25]=[CH:24][CH:23]=1.C(=O)([O-])[O-].[K+].[K+].C(#N)C. Product: [S:15]1[CH:16]=[C:12]([C:9]2[CH:10]=[CH:11][C:6]([O:5][CH2:4][CH2:3][CH2:2][NH:28][CH2:21][C:22]3[CH:27]=[CH:26][CH:25]=[CH:24][CH:23]=3)=[CH:7][CH:8]=2)[C:13]2[CH:20]=[CH:19][CH:18]=[CH:17][C:14]1=2. The catalyst class is: 370. (7) Reactant: [CH2:1]([N:3]([CH2:16][CH3:17])[CH2:4][CH2:5][NH:6][C:7](=[O:15])[C:8]1[CH:13]=[CH:12][C:11]([NH2:14])=[CH:10][CH:9]=1)[CH3:2].[Cl:18]N1C(=[O:24])CCC1=O. Product: [C:7]([OH:15])(=[O:24])[CH3:8].[CH2:16]([N:3]([CH2:1][CH3:2])[CH2:4][CH2:5][NH:6][C:7](=[O:15])[C:8]1[CH:9]=[CH:10][C:11]([NH2:14])=[C:12]([Cl:18])[CH:13]=1)[CH3:17]. The catalyst class is: 10. (8) Reactant: [CH2:1]([C@@H:8]1[CH2:12][O:11][C:10](=[O:13])[NH:9]1)[C:2]1[CH:7]=[CH:6][CH:5]=[CH:4][CH:3]=1.C([Li])CCC.[CH2:19]([O:26][C:27]1[C:32]([F:33])=[CH:31][C:30]([CH2:34][CH:35]([CH3:39])[C:36]([OH:38])=[O:37])=[CH:29][C:28]=1[F:40])[C:20]1[CH:25]=[CH:24][CH:23]=[CH:22][CH:21]=1. Product: [CH2:1]([C@@H:8]1[CH2:12][O:11][C:10](=[O:13])[N:9]1[C:36](=[O:37])[C@@H:35]([CH3:39])[CH2:34][C:30]1[CH:31]=[C:32]([F:33])[C:27]([O:26][CH2:19][C:20]2[CH:25]=[CH:24][CH:23]=[CH:22][CH:21]=2)=[C:28]([F:40])[CH:29]=1)[C:2]1[CH:3]=[CH:4][CH:5]=[CH:6][CH:7]=1.[CH2:1]([C@@H:8]1[CH2:12][O:11][C:10](=[O:13])[N:9]1[C:36](=[O:38])[C@H:35]([CH3:39])[CH2:34][C:30]1[CH:29]=[C:28]([F:40])[C:27]([O:26][CH2:19][C:20]2[CH:21]=[CH:22][CH:23]=[CH:24][CH:25]=2)=[C:32]([F:33])[CH:31]=1)[C:2]1[CH:3]=[CH:4][CH:5]=[CH:6][CH:7]=1. The catalyst class is: 7.